This data is from Full USPTO retrosynthesis dataset with 1.9M reactions from patents (1976-2016). The task is: Predict the reactants needed to synthesize the given product. (1) Given the product [NH2:14][C:11]1[CH:10]=[CH:9][C:8]([CH2:7][C:6]([NH:5][CH2:4][CH2:3][CH2:2][OH:1])=[O:17])=[CH:13][CH:12]=1, predict the reactants needed to synthesize it. The reactants are: [OH:1][CH2:2][CH2:3][CH2:4][NH:5][C:6](=[O:17])[CH2:7][C:8]1[CH:13]=[CH:12][C:11]([N+:14]([O-])=O)=[CH:10][CH:9]=1. (2) Given the product [Cl:1][C:2]1[CH:3]=[C:4]([CH:30]=[O:35])[C:5]2[C:6]([CH:29]=1)=[N:7][N:8]([CH2:10][C:11]([NH:15][C:16](=[O:28])[C:17]1[CH:22]=[CH:21][C:20]([O:23][C:24]([F:25])([F:27])[F:26])=[CH:19][CH:18]=1)([C:13]#[N:14])[CH3:12])[N:9]=2, predict the reactants needed to synthesize it. The reactants are: [Cl:1][C:2]1[CH:3]=[C:4]([CH:30]=C)[C:5]2[C:6]([CH:29]=1)=[N:7][N:8]([CH2:10][C:11]([NH:15][C:16](=[O:28])[C:17]1[CH:22]=[CH:21][C:20]([O:23][C:24]([F:27])([F:26])[F:25])=[CH:19][CH:18]=1)([C:13]#[N:14])[CH3:12])[N:9]=2.C(Cl)Cl.[O:35]=[O+][O-]. (3) Given the product [C:27]([O:26][CH:22]([C:11]1[C:10]([CH3:31])=[CH:9][C:8]2[C:13](=[CH:14][C:5]([C:4]#[C:3][C:2]([NH:1][C:35]([O:37][CH3:38])=[O:36])([CH3:33])[CH3:32])=[CH:6][CH:7]=2)[C:12]=1[C:15]1[CH:20]=[CH:19][C:18]([Cl:21])=[CH:17][CH:16]=1)[C:23]([OH:25])=[O:24])([CH3:28])([CH3:30])[CH3:29], predict the reactants needed to synthesize it. The reactants are: [NH2:1][C:2]([CH3:33])([CH3:32])[C:3]#[C:4][C:5]1[CH:14]=[C:13]2[C:8]([CH:9]=[C:10]([CH3:31])[C:11]([CH:22]([O:26][C:27]([CH3:30])([CH3:29])[CH3:28])[C:23]([OH:25])=[O:24])=[C:12]2[C:15]2[CH:20]=[CH:19][C:18]([Cl:21])=[CH:17][CH:16]=2)=[CH:7][CH:6]=1.Cl[C:35]([O:37][CH3:38])=[O:36].